Dataset: Full USPTO retrosynthesis dataset with 1.9M reactions from patents (1976-2016). Task: Predict the reactants needed to synthesize the given product. Given the product [CH2:1]1[C:11]2=[C:12]3[C:7](=[CH:8][CH:9]=[CH:10]2)[CH:6]([N:13]2[CH2:18][CH2:17][CH:16]([N:19]4[C:23]5[CH:22]=[CH:27][CH:26]=[CH:25][C:24]=5[N:21]([CH2:28][CH2:29][CH2:30][N:35]5[C:36](=[O:38])[CH2:37][S:33][C:34]5=[O:39])[C:20]4=[O:32])[CH2:15][CH2:14]2)[CH2:5][CH2:4][CH:3]3[CH2:2]1, predict the reactants needed to synthesize it. The reactants are: [CH2:1]1[C:11]2=[C:12]3[C:7](=[CH:8][CH:9]=[CH:10]2)[CH:6]([N:13]2[CH2:18][CH2:17][CH:16]([N:19]4[C:23]5[CH:24]=[CH:25][CH:26]=[CH:27][C:22]=5[N:21]([CH2:28][CH2:29][CH2:30]O)[C:20]4=[O:32])[CH2:15][CH2:14]2)[CH2:5][CH2:4][CH:3]3[CH2:2]1.[S:33]1[CH2:37][C:36](=[O:38])[NH:35][C:34]1=[O:39].C1(P(C2C=CC=CC=2)C2C=CC=CC=2)C=CC=CC=1.N(C(OCC)=O)=NC(OCC)=O.